This data is from Full USPTO retrosynthesis dataset with 1.9M reactions from patents (1976-2016). The task is: Predict the reactants needed to synthesize the given product. (1) Given the product [CH2:1]([C:8]1[CH2:12][C:11]([CH2:13][OH:25])([CH2:18][OH:19])[O:10][N:9]=1)[C:2]1[CH:3]=[CH:4][CH:5]=[CH:6][CH:7]=1, predict the reactants needed to synthesize it. The reactants are: [CH2:1]([C:8]1[CH2:12][C:11]([CH2:18][OH:19])([CH2:13]CC(O)=O)[O:10][N:9]=1)[C:2]1[CH:7]=[CH:6][CH:5]=[CH:4][CH:3]=1.[BH4-].[Na+].[Cl-].[NH4+].C[OH:25]. (2) The reactants are: [CH3:1][O:2][C:3]1[CH:11]=[C:10]2[C:6]([C:7]([C:12]([OH:14])=[O:13])=[CH:8][NH:9]2)=[CH:5][CH:4]=1.N1C2C(=CC=CC=2)C(C(O[CH2:27][C:28]23[CH2:35][CH2:34][N:31]([CH2:32][CH2:33]2)[CH2:30][CH2:29]3)=O)=C1. Given the product [CH3:1][O:2][C:3]1[CH:11]=[C:10]2[C:6]([C:7]([C:12]([O:14][CH2:27][C:28]34[CH2:35][CH2:34][N:31]([CH2:32][CH2:33]3)[CH2:30][CH2:29]4)=[O:13])=[CH:8][NH:9]2)=[CH:5][CH:4]=1, predict the reactants needed to synthesize it. (3) Given the product [CH2:1]([N:2]([C@@H:7]1[C:16]2[N:15]=[CH:14][CH:13]=[CH:12][C:11]=2[CH2:10][CH2:9][CH2:8]1)[CH2:3][C:4]([OH:6])=[O:5])[CH2:17][CH3:18], predict the reactants needed to synthesize it. The reactants are: [CH3:1][N:2]([C@@H:7]1[C:16]2[N:15]=[CH:14][CH:13]=[CH:12][C:11]=2[CH2:10][CH2:9][CH2:8]1)[CH2:3][C:4]([OH:6])=[O:5].[CH2:17](N[C@@H]1C2N=CC=CC=2CCC1)[CH2:18]C.C(CC(OBr)=O)C1C=CC=CC=1. (4) Given the product [CH2:68]([O:67][C:65]([NH:13][C@H:14]1[CH2:24][O:25][C@H:7]([C:60]([O:61][CH3:76])=[O:63])[CH2:6][CH2:15]1)=[O:66])[C:69]1[CH:74]=[CH:73][CH:72]=[CH:71][CH:70]=1, predict the reactants needed to synthesize it. The reactants are: ClC1C=C2C([C:6]3([C@@H:15](C4C=CN=C(Cl)C=4F)[C@H:14]([C:24](N[C@H]4CC[C@H](C5OC=NN=5)CC4)=[O:25])[N:13]([C@H](C4C=CC=CC=4)[C@@H](O)C4C=CC=CC=4)C43CCC(C)(C)CC4)[C:7](=O)N2)=CC=1.[C:60](=[O:63])(O)[O-:61].[Na+].[C:65](Cl)([O:67][CH2:68][C:69]1[CH:74]=[CH:73][CH:72]=[CH:71][CH:70]=1)=[O:66].[C:76](#N)C. (5) The reactants are: [CH3:1][C:2]1([CH3:35])[CH2:5][CH:4]([CH:6]([NH:23][C:24]2[CH:25]=[N:26][C:27]3[C:32]([CH:33]=2)=[CH:31][C:30]([F:34])=[CH:29][CH:28]=3)[C:7]2[CH:22]=[CH:21][C:10]([C:11]([NH:13][CH2:14][CH2:15][C:16]([O:18]CC)=[O:17])=[O:12])=[CH:9][CH:8]=2)[CH2:3]1.O1CCCC1.[OH-].[Na+].Cl. Given the product [CH3:1][C:2]1([CH3:35])[CH2:5][CH:4]([CH:6]([NH:23][C:24]2[CH:25]=[N:26][C:27]3[C:32]([CH:33]=2)=[CH:31][C:30]([F:34])=[CH:29][CH:28]=3)[C:7]2[CH:8]=[CH:9][C:10]([C:11]([NH:13][CH2:14][CH2:15][C:16]([OH:18])=[O:17])=[O:12])=[CH:21][CH:22]=2)[CH2:3]1, predict the reactants needed to synthesize it. (6) Given the product [F:1][C:2]1[CH:7]=[CH:6][C:5]([O:8][C:10]2[N:11]=[C:12]([OH:20])[C:13]3[CH:19]=[CH:18][N:17]=[CH:16][C:14]=3[N:15]=2)=[CH:4][CH:3]=1, predict the reactants needed to synthesize it. The reactants are: [F:1][C:2]1[CH:7]=[CH:6][C:5]([OH:8])=[CH:4][CH:3]=1.Cl[C:10]1[N:11]=[C:12]([OH:20])[C:13]2[CH:19]=[CH:18][N:17]=[CH:16][C:14]=2[N:15]=1. (7) The reactants are: Cl[CH2:2][CH2:3][CH2:4][CH:5]([C:17]1O[C:19]([C:22]2[CH:27]=[CH:26][C:25]([C:28]3[O:32][C:31]([CH3:33])=[N:30][CH:29]=3)=[C:24]([O:34][CH3:35])[CH:23]=2)=[N:20][N:21]=1)[C:6]1[CH:11]=[CH:10][C:9]([Cl:12])=[CH:8][C:7]=1[C:13]([F:16])([F:15])[F:14].[N-:36]=[N+]=[N-].[Na+].O. Given the product [Cl:12][C:9]1[CH:10]=[CH:11][C:6]([CH:5]2[CH2:4][CH2:3][CH2:2][N:36]3[C:19]([C:22]4[CH:27]=[CH:26][C:25]([C:28]5[O:32][C:31]([CH3:33])=[N:30][CH:29]=5)=[C:24]([O:34][CH3:35])[CH:23]=4)=[N:20][N:21]=[C:17]23)=[C:7]([C:13]([F:14])([F:15])[F:16])[CH:8]=1, predict the reactants needed to synthesize it. (8) Given the product [CH3:1][C:2]1[S:6][C:5]([CH:7]2[CH2:9][CH:8]2[C:10]([OH:12])=[O:11])=[CH:4][CH:3]=1, predict the reactants needed to synthesize it. The reactants are: [CH3:1][C:2]1[S:6][C:5]([CH:7]2[CH2:9][CH:8]2[C:10]([O:12]C(C)(C)C)=[O:11])=[CH:4][CH:3]=1.FC(F)(F)C(O)=O. (9) Given the product [NH2:1][C:2]1[N:6]([C:7]2[CH:8]=[CH:9][C:10]([F:13])=[CH:11][CH:12]=2)[N:5]=[CH:4][C:3]=1[C:14]([NH:16][CH2:17][C:18]([CH2:23][N:24]([C:30]([C:29]1[C:33]([F:37])=[CH:34][CH:35]=[CH:36][C:28]=1[Cl:27])=[O:31])[CH3:25])([OH:26])[C:19]([F:22])([F:21])[F:20])=[O:15], predict the reactants needed to synthesize it. The reactants are: [NH2:1][C:2]1[N:6]([C:7]2[CH:12]=[CH:11][C:10]([F:13])=[CH:9][CH:8]=2)[N:5]=[CH:4][C:3]=1[C:14]([NH:16][CH2:17][C:18]([OH:26])([CH2:23][NH:24][CH3:25])[C:19]([F:22])([F:21])[F:20])=[O:15].[Cl:27][C:28]1[CH:36]=[CH:35][CH:34]=[C:33]([F:37])[C:29]=1[C:30](O)=[O:31].